Dataset: Reaction yield outcomes from USPTO patents with 853,638 reactions. Task: Predict the reaction yield, written as a fraction of the theoretical maximum amount of product (1.0 means a 100% yield; for example, 0.34 means a 34% yield). (1) The reactants are Cl[C:2]1[N:6]([CH3:7])[N:5]=[CH:4][C:3]=1[N+:8]([O-:10])=[O:9].[CH3:11][N:12]1[CH2:17][CH:16]=[C:15](B2OC(C)(C)C(C)(C)O2)[CH2:14][CH2:13]1.C([O-])([O-])=O.[Na+].[Na+].CC([O-])=O.[K+]. The catalyst is CC#N.C1C=CC(P(C2C=CC=CC=2)[C-]2C=CC=C2)=CC=1.C1C=CC(P(C2C=CC=CC=2)[C-]2C=CC=C2)=CC=1.Cl[Pd]Cl.[Fe+2]. The product is [CH3:11][N:12]1[CH2:13][CH:14]=[C:15]([C:2]2[N:6]([CH3:7])[N:5]=[CH:4][C:3]=2[N+:8]([O-:10])=[O:9])[CH2:16][CH2:17]1. The yield is 0.160. (2) The reactants are [CH3:1][O:2][C:3]([C:5]1[S:6][CH:7]=[CH:8][C:9]=1[NH2:10])=[O:4].[CH2:11]([O:13][C:14](=[O:26])[CH2:15][CH2:16][CH2:17][C:18]([CH:20]1[CH2:25][CH2:24][CH2:23][CH2:22][CH2:21]1)=O)[CH3:12].C1([SiH3])C=CC=CC=1.C([Sn](Cl)(Cl)CCCC)CCC. The catalyst is O1CCOCC1. The product is [CH3:1][O:2][C:3]([C:5]1[S:6][CH:7]=[CH:8][C:9]=1[NH:10][CH:18]([CH:20]1[CH2:25][CH2:24][CH2:23][CH2:22][CH2:21]1)[CH2:17][CH2:16][CH2:15][C:14]([O:13][CH2:11][CH3:12])=[O:26])=[O:4]. The yield is 0.570.